From a dataset of Peptide-MHC class I binding affinity with 185,985 pairs from IEDB/IMGT. Regression. Given a peptide amino acid sequence and an MHC pseudo amino acid sequence, predict their binding affinity value. This is MHC class I binding data. (1) The peptide sequence is FSGALDTTSY. The MHC is HLA-A26:01 with pseudo-sequence HLA-A26:01. The binding affinity (normalized) is 0.157. (2) The peptide sequence is TYSSSMMWEI. The MHC is HLA-A29:02 with pseudo-sequence HLA-A29:02. The binding affinity (normalized) is 0.220. (3) The peptide sequence is TVFRNQNRV. The MHC is HLA-B27:05 with pseudo-sequence HLA-B27:05. The binding affinity (normalized) is 0.213. (4) The binding affinity (normalized) is 0.0996. The MHC is HLA-A02:01 with pseudo-sequence HLA-A02:01. The peptide sequence is GTDDEVIERI. (5) The peptide sequence is ASYAGAGAY. The MHC is SLA-10401 with pseudo-sequence SLA-10401. The binding affinity (normalized) is 0.660. (6) The peptide sequence is AANEIRISK. The MHC is HLA-A30:01 with pseudo-sequence HLA-A30:01. The binding affinity (normalized) is 0.631.